The task is: Predict the product of the given reaction.. This data is from Forward reaction prediction with 1.9M reactions from USPTO patents (1976-2016). (1) Given the reactants [OH-].[Na+].[F:3][C:4]1[CH:13]=[CH:12][C:11]([NH:14][C:15](=[O:30])[CH2:16][C:17]2[NH:18][C:19](=[O:29])[CH:20]=[C:21]([N:23]3[CH2:28][CH2:27][O:26][CH2:25][CH2:24]3)[N:22]=2)=[CH:10][C:5]=1[C:6]([O:8]C)=[O:7], predict the reaction product. The product is: [F:3][C:4]1[CH:13]=[CH:12][C:11]([NH:14][C:15](=[O:30])[CH2:16][C:17]2[NH:18][C:19](=[O:29])[CH:20]=[C:21]([N:23]3[CH2:24][CH2:25][O:26][CH2:27][CH2:28]3)[N:22]=2)=[CH:10][C:5]=1[C:6]([OH:8])=[O:7]. (2) The product is: [N+:1]([C:4]1[N:5]([CH2:9][C:10]2[N:14]=[N:13][N:12]([CH2:15][CH2:16][OH:18])[CH:11]=2)[CH:6]=[CH:7][N:8]=1)([O-:3])=[O:2]. Given the reactants [N+:1]([C:4]1[N:5]([CH2:9][C:10]#[CH:11])[CH:6]=[CH:7][N:8]=1)([O-:3])=[O:2].[N:12]([CH:15](O)[CH3:16])=[N+:13]=[N-:14].[O:18]=C1O[C@H]([C@H](CO)O)C([O-])=C1O.[Na+], predict the reaction product. (3) Given the reactants [CH3:1][C:2]1[N:3]=[CH:4][O:5][C:6]=1[C:7]([OH:9])=O.O1CCCC1.C(Cl)(=O)C(Cl)=O.[NH2:21][C:22]1[CH:23]=[C:24]([CH:41]=[CH:42][C:43]=1[F:44])[O:25][C:26]1[CH:27]=[CH:28][C:29]2[N:30]([CH:32]=[C:33]([NH:35][C:36]([CH:38]3[CH2:40][CH2:39]3)=[O:37])[N:34]=2)[N:31]=1, predict the reaction product. The product is: [CH:38]1([C:36]([NH:35][C:33]2[N:34]=[C:29]3[CH:28]=[CH:27][C:26]([O:25][C:24]4[CH:41]=[CH:42][C:43]([F:44])=[C:22]([NH:21][C:7]([C:6]5[O:5][CH:4]=[N:3][C:2]=5[CH3:1])=[O:9])[CH:23]=4)=[N:31][N:30]3[CH:32]=2)=[O:37])[CH2:39][CH2:40]1.